This data is from Peptide-MHC class I binding affinity with 185,985 pairs from IEDB/IMGT. The task is: Regression. Given a peptide amino acid sequence and an MHC pseudo amino acid sequence, predict their binding affinity value. This is MHC class I binding data. (1) The peptide sequence is YLRNYMVIK. The MHC is HLA-A68:01 with pseudo-sequence HLA-A68:01. The binding affinity (normalized) is 0.314. (2) The peptide sequence is FHKKRVEPL. The MHC is HLA-A02:11 with pseudo-sequence HLA-A02:11. The binding affinity (normalized) is 0.0847. (3) The peptide sequence is AAFLDDNAF. The MHC is HLA-B08:01 with pseudo-sequence HLA-B08:01. The binding affinity (normalized) is 0.0847. (4) The peptide sequence is FLFQLNDTI. The MHC is HLA-A24:02 with pseudo-sequence HLA-A24:02. The binding affinity (normalized) is 0.373.